The task is: Predict which catalyst facilitates the given reaction.. This data is from Catalyst prediction with 721,799 reactions and 888 catalyst types from USPTO. (1) Reactant: C([O:8][C:9](=[O:31])[C@@H:10]([NH:23][C:24]([O:26][C:27]([CH3:30])([CH3:29])[CH3:28])=[O:25])[CH2:11][CH2:12][C:13]1[N:17]([CH3:18])[C:16]2[CH:19]=[CH:20][CH:21]=[CH:22][C:15]=2[N:14]=1)C1C=CC=CC=1. Product: [C:27]([O:26][C:24]([NH:23][C@@H:10]([CH2:11][CH2:12][C:13]1[N:17]([CH3:18])[C:16]2[CH:19]=[CH:20][CH:21]=[CH:22][C:15]=2[N:14]=1)[C:9]([OH:31])=[O:8])=[O:25])([CH3:30])([CH3:28])[CH3:29]. The catalyst class is: 178. (2) The catalyst class is: 32. Reactant: [NH:1]([C:5]1[CH:14]=[C:13]([C:15]([NH:17][N:18]=[C:19]([C:21]2[C:25]([OH:26])=[C:24]([C:27]3[CH:32]=[CH:31][C:30]([C:33]([CH3:36])([CH3:35])[CH3:34])=[CH:29][CH:28]=3)[S:23][CH:22]=2)[CH3:20])=[O:16])[CH:12]=[CH:11][C:6]=1[C:7]([O:9]C)=[O:8])[C:2]([CH3:4])=[O:3].[OH-].[Na+].Cl. Product: [NH:1]([C:5]1[CH:14]=[C:13]([C:15]([NH:17][N:18]=[C:19]([C:21]2[C:25]([OH:26])=[C:24]([C:27]3[CH:28]=[CH:29][C:30]([C:33]([CH3:36])([CH3:35])[CH3:34])=[CH:31][CH:32]=3)[S:23][CH:22]=2)[CH3:20])=[O:16])[CH:12]=[CH:11][C:6]=1[C:7]([OH:9])=[O:8])[C:2]([CH3:4])=[O:3]. (3) Reactant: [Cl:1][C:2]1[CH:3]=[C:4]([C:12]2[CH:17]=[CH:16][C:15]([N+:18]([O-])=O)=[CH:14][CH:13]=2)[CH:5]=[CH:6][C:7]=1[C:8]([O:10][CH3:11])=[O:9].Cl. Product: [NH2:18][C:15]1[CH:14]=[CH:13][C:12]([C:4]2[CH:5]=[CH:6][C:7]([C:8]([O:10][CH3:11])=[O:9])=[C:2]([Cl:1])[CH:3]=2)=[CH:17][CH:16]=1. The catalyst class is: 186.